Dataset: Peptide-MHC class II binding affinity with 134,281 pairs from IEDB. Task: Regression. Given a peptide amino acid sequence and an MHC pseudo amino acid sequence, predict their binding affinity value. This is MHC class II binding data. (1) The peptide sequence is SPPVVSFRETVLDKS. The MHC is DRB1_0405 with pseudo-sequence DRB1_0405. The binding affinity (normalized) is 0.709. (2) The peptide sequence is SRLLEDKVNLNHVIQ. The MHC is DRB1_0101 with pseudo-sequence DRB1_0101. The binding affinity (normalized) is 0.389. (3) The peptide sequence is SKFMQEINIEEQEYQ. The MHC is DRB1_0405 with pseudo-sequence DRB1_0405. The binding affinity (normalized) is 0.742. (4) The peptide sequence is ELNNALQNLARTISE. The MHC is DRB1_0301 with pseudo-sequence DRB1_0301. The binding affinity (normalized) is 0.111.